Dataset: Forward reaction prediction with 1.9M reactions from USPTO patents (1976-2016). Task: Predict the product of the given reaction. (1) Given the reactants [N:1]([CH2:4][CH2:5][CH2:6][CH2:7][C:8]([CH3:23])([C:17]1[CH:22]=[CH:21][CH:20]=[CH:19][CH:18]=1)[CH2:9][O:10]C1CCCCO1)=[C:2]=[O:3].[NH2:24][CH2:25][CH2:26][CH2:27][CH2:28][C:29]([CH3:33])([CH3:32])[CH2:30][OH:31], predict the reaction product. The product is: [OH:31][CH2:30][C:29]([CH3:33])([CH3:32])[CH2:28][CH2:27][CH2:26][CH2:25][NH:24][C:2]([NH:1][CH2:4][CH2:5][CH2:6][CH2:7][C:8]([CH3:23])([C:17]1[CH:18]=[CH:19][CH:20]=[CH:21][CH:22]=1)[CH2:9][OH:10])=[O:3]. (2) Given the reactants N[C:2]1[C:6]2=[N:7][CH:8]=[CH:9][CH:10]=[C:5]2[S:4][C:3]=1[C:11]([O:13][CH3:14])=[O:12].N([O-])=O.[Na+], predict the reaction product. The product is: [S:4]1[C:5]2[C:6](=[N:7][CH:8]=[CH:9][CH:10]=2)[CH:2]=[C:3]1[C:11]([O:13][CH3:14])=[O:12]. (3) Given the reactants [Cl:1][C:2]1[CH:3]=[C:4]([CH:8]=[CH:9][C:10]=1[CH:11]([CH3:25])[C:12]([C:18]1[CH:23]=[CH:22][N:21]=[C:20]([Cl:24])[CH:19]=1)([OH:17])[C:13]([F:16])([F:15])[F:14])[C:5]([OH:7])=O.C1N=CN(C([N:33]2[CH:37]=[N:36]C=C2)=O)C=1.[C:38]([O:41][CH2:42][CH3:43])(=[O:40])C, predict the reaction product. The product is: [CH2:42]([O:41][C:38]([C:37]1[N:36]=[C:5]([C:4]2[CH:8]=[CH:9][C:10]([CH:11]([CH3:25])[C:12]([C:18]3[CH:23]=[CH:22][N:21]=[C:20]([Cl:24])[CH:19]=3)([OH:17])[C:13]([F:14])([F:15])[F:16])=[C:2]([Cl:1])[CH:3]=2)[O:7][N:33]=1)=[O:40])[CH3:43]. (4) Given the reactants [CH3:1][C:2]1[S:6][C:5]([C:7]([N:9]2[CH2:14][C:13]3([CH2:19][CH2:18][N:17](C(OC(C)(C)C)=O)[CH2:16][CH2:15]3)[O:12][CH2:11][CH2:10]2)=[O:8])=[CH:4][CH:3]=1.[F:27][C:28]([F:33])([F:32])[C:29]([OH:31])=[O:30], predict the reaction product. The product is: [F:27][C:28]([F:33])([F:32])[C:29]([OH:31])=[O:30].[CH3:1][C:2]1[S:6][C:5]([C:7]([N:9]2[CH2:14][C:13]3([CH2:19][CH2:18][NH:17][CH2:16][CH2:15]3)[O:12][CH2:11][CH2:10]2)=[O:8])=[CH:4][CH:3]=1. (5) Given the reactants Br[C:2]1[CH:7]=[CH:6][C:5]([C:8]2[C:9](=[O:17])[NH:10][C:11]3([CH2:16][CH2:15][CH2:14][CH2:13]3)[N:12]=2)=[CH:4][CH:3]=1.[CH3:18][N:19]1[CH:23]=[CH:22][N:21]=[C:20]1[Sn](CCCC)(CCCC)CCCC.[Cl-].[Li+].C(OCC)C, predict the reaction product. The product is: [CH3:18][N:19]1[CH:23]=[CH:22][N:21]=[C:20]1[C:2]1[CH:7]=[CH:6][C:5]([C:8]2[C:9](=[O:17])[NH:10][C:11]3([CH2:16][CH2:15][CH2:14][CH2:13]3)[N:12]=2)=[CH:4][CH:3]=1. (6) The product is: [Br:19][CH2:39][C:36]1[CH:37]=[CH:38][C:33]([S:40]([C:43]2[CH:48]=[CH:47][CH:46]=[CH:45][CH:44]=2)(=[O:41])=[O:42])=[CH:34][CH:35]=1. Given the reactants C(OOC(=O)C1C=CC=CC=1)(=O)C1C=CC=CC=1.[Br:19]N1C(=O)CCC1=O.C1([C:33]2([S:40]([C:43]3(C4C=CC=CC=4)[CH:48]=[CH:47][C:46](C)=[CH:45][CH2:44]3)(=[O:42])=[O:41])[CH:38]=[CH:37][C:36]([CH3:39])=[CH:35][CH2:34]2)C=CC=CC=1, predict the reaction product.